From a dataset of Reaction yield outcomes from USPTO patents with 853,638 reactions. Predict the reaction yield, written as a fraction of the theoretical maximum amount of product (1.0 means a 100% yield; for example, 0.34 means a 34% yield). The reactants are C([O:3][CH:4](OCC)[CH2:5][CH2:6][O:7][C:8]1[CH:16]=[CH:15][C:11]([C:12]([NH2:14])=[O:13])=[CH:10][CH:9]=1)C.Cl. The catalyst is C1COCC1. The product is [O:3]=[CH:4][CH2:5][CH2:6][O:7][C:8]1[CH:16]=[CH:15][C:11]([C:12]([NH2:14])=[O:13])=[CH:10][CH:9]=1. The yield is 0.960.